Task: Predict the reaction yield, written as a fraction of the theoretical maximum amount of product (1.0 means a 100% yield; for example, 0.34 means a 34% yield).. Dataset: Reaction yield outcomes from USPTO patents with 853,638 reactions (1) The reactants are [Cl:1][C:2]1[CH:3]=[C:4]([C:8]2[CH:9]=[CH:10][CH:11]=[C:12]([CH:19]=2)C(N(OC)C)=O)[CH:5]=[CH:6][CH:7]=1.C[Li].[Cl-].[NH4+:23].C([O:27][CH2:28][CH3:29])(=O)C. The catalyst is C1COCC1.CCOCC. The product is [NH2:23][C:11]1[CH:10]=[CH:9][C:8]([C:4]2[CH:5]=[CH:6][CH:7]=[C:2]([Cl:1])[CH:3]=2)=[CH:19][C:12]=1[C:28](=[O:27])[CH3:29]. The yield is 0.470. (2) The reactants are [F-].C([N+](CCCC)(CCCC)CCCC)CCC.C([Si](C(C)C)(C(C)C)[N:23]1[C:31]2[C:26](=[CH:27][CH:28]=[CH:29][CH:30]=2)[C:25]([CH2:32][C@H:33]([NH:37][CH2:38][CH2:39][CH3:40])[CH2:34][CH2:35][CH3:36])=[CH:24]1)(C)C.C(=O)([O-])O.[Na+].C(OCC)C. The catalyst is O1CCCC1. The product is [NH:23]1[C:31]2[C:26](=[CH:27][CH:28]=[CH:29][CH:30]=2)[C:25]([CH2:32][C@H:33]([NH:37][CH2:38][CH2:39][CH3:40])[CH2:34][CH2:35][CH3:36])=[CH:24]1. The yield is 0.960. (3) The reactants are [C:1]([NH:4][CH2:5][CH2:6][CH:7]1[C:15]2[C:10](=[CH:11][CH:12]=[C:13]([NH:17][C:18](=[O:28])[CH2:19][O:20][CH2:21][C:22]3[CH:27]=[CH:26][CH:25]=[CH:24][CH:23]=3)[C:14]=2O)[CH2:9][CH2:8]1)(=[O:3])[CH3:2].C1(C)C=CC(S([O-])(=O)=O)=CC=1.[NH+]1C=CC=CC=1. The catalyst is C1(C)C(C)=CC=CC=1. The product is [CH2:21]([O:20][CH2:19][C:18]1[O:28][C:14]2[C:15]3[CH:7]([CH2:6][CH2:5][NH:4][C:1](=[O:3])[CH3:2])[CH2:8][CH2:9][C:10]=3[CH:11]=[CH:12][C:13]=2[N:17]=1)[C:22]1[CH:27]=[CH:26][CH:25]=[CH:24][CH:23]=1. The yield is 0.230. (4) The reactants are Cl[CH2:2][C:3](Cl)=[O:4].[NH2:6][C:7]1[CH:12]=[C:11]([Cl:13])[CH:10]=[C:9]([N+:14]([O-:16])=[O:15])[C:8]=1[OH:17].C(=O)([O-])[O-].[K+].[K+]. The catalyst is C(Cl)(Cl)Cl.[Cl-].C([N+](CC)(CC)CC)C1C=CC=CC=1. The product is [Cl:13][C:11]1[CH:10]=[C:9]([N+:14]([O-:16])=[O:15])[C:8]2[O:17][CH2:2][C:3](=[O:4])[NH:6][C:7]=2[CH:12]=1. The yield is 0.720. (5) The reactants are [OH:1][C:2]1[CH:11]=[CH:10][C:5]([C:6]([O:8][CH3:9])=[O:7])=[CH:4][C:3]=1[C:12]([O:14][CH3:15])=[O:13].C(N(CC)CC)C.[S:23](O[S:23]([C:26]([F:29])([F:28])[F:27])(=[O:25])=[O:24])([C:26]([F:29])([F:28])[F:27])(=[O:25])=[O:24]. The catalyst is C(Cl)Cl. The product is [F:27][C:26]([F:29])([F:28])[S:23]([O:1][C:2]1[CH:11]=[CH:10][C:5]([C:6]([O:8][CH3:9])=[O:7])=[CH:4][C:3]=1[C:12]([O:14][CH3:15])=[O:13])(=[O:25])=[O:24]. The yield is 0.930. (6) The reactants are C1(CO[C:9](=O)[N:10]([CH2:12][C:13]2[CH:18]=[CH:17][C:16]([C:19]3[CH:20]=[C:21]4[C:26](=[CH:27][CH:28]=3)[N:25]([C:29](=[O:31])[CH3:30])[C@@H:24]([CH3:32])[CH2:23][C@H:22]4[NH:33][C:34]3[CH:39]=[CH:38][C:37]([F:40])=[CH:36][N:35]=3)=[CH:15][CH:14]=2)C)C=CC=CC=1.[ClH:42]. The catalyst is C(O)C.CO.[Pd]. The product is [ClH:42].[C:29]([N:25]1[C:26]2[C:21](=[CH:20][C:19]([C:16]3[CH:15]=[CH:14][C:13]([CH2:12][NH:10][CH3:9])=[CH:18][CH:17]=3)=[CH:28][CH:27]=2)[C@H:22]([NH:33][C:34]2[CH:39]=[CH:38][C:37]([F:40])=[CH:36][N:35]=2)[CH2:23][C@@H:24]1[CH3:32])(=[O:31])[CH3:30]. The yield is 0.480. (7) The reactants are [F:1][CH:2]([F:11])[O:3][C:4]1[CH:10]=[CH:9][C:7]([NH2:8])=[CH:6][CH:5]=1.[S-:12][C:13]#[N:14].[K+].BrBr.[OH-].[NH4+]. The catalyst is C(O)(=O)C. The product is [F:1][CH:2]([F:11])[O:3][C:4]1[CH:10]=[CH:9][C:7]2[N:8]=[C:13]([NH2:14])[S:12][C:6]=2[CH:5]=1. The yield is 0.870. (8) The catalyst is C(Cl)Cl. The reactants are C([O:3][C:4]([C:6]1[CH:7]=[N:8][NH:9][CH:10]=1)=[O:5])C.[N:11]([C:14](OCC)=[O:15])=[C:12]=S.[NH2:19][C:20]1[CH:25]=[CH:24][C:23]([C:26]([N:28]2[CH2:32][CH2:31][CH2:30][CH2:29]2)=[O:27])=[CH:22][CH:21]=1.CC(C)N=C=NC(C)C. The product is [O:15]=[C:14]1[C:25]2[C:20](=[CH:21][CH:22]=[C:23]([C:26]([N:28]3[CH2:29][CH2:30][CH2:31][CH2:32]3)=[O:27])[CH:24]=2)[N:19]=[C:12]([N:9]2[CH:10]=[C:6]([C:4]([OH:3])=[O:5])[CH:7]=[N:8]2)[NH:11]1. The yield is 0.770. (9) The reactants are [CH3:1][S:2][C:3]1[CH:8]=[CH:7][CH:6]=[CH:5][C:4]=1[N:9](C(OC(C)(C)C)=O)[NH:10]C(OC(C)(C)C)=O.[ClH:25]. The catalyst is CCOCC. The product is [ClH:25].[CH3:1][S:2][C:3]1[CH:8]=[CH:7][CH:6]=[CH:5][C:4]=1[NH:9][NH2:10]. The yield is 0.690.